This data is from Forward reaction prediction with 1.9M reactions from USPTO patents (1976-2016). The task is: Predict the product of the given reaction. (1) Given the reactants [CH2:1]([C:3]1[O:7][C:6]([CH2:8][S:9][C:10]2[S:14][C:13]([NH:15]C(=O)C)=[N:12][CH:11]=2)=[N:5][CH:4]=1)[CH3:2].C(=O)([O-])[O-].[Na+].[Na+], predict the reaction product. The product is: [NH2:15][C:13]1[S:14][C:10]([S:9][CH2:8][C:6]2[O:7][C:3]([CH2:1][CH3:2])=[CH:4][N:5]=2)=[CH:11][N:12]=1. (2) Given the reactants C([O:4][CH2:5][CH2:6][CH2:7][O:8][C:9]1[CH:10]=[C:11]([C:15]2[N:19]([C:20]3[CH:25]=[CH:24][CH:23]=[C:22]([Cl:26])[CH:21]=3)[N:18]=[C:17]([C:27]([O:29]CC)=[O:28])[CH:16]=2)[CH:12]=[CH:13][CH:14]=1)(=O)C.ClC1C=C(N2C(C3C=C(F)C=C(Cl)C=3)=CC(C(O)=O)=N2)C=CC=1F, predict the reaction product. The product is: [Cl:26][C:22]1[CH:21]=[C:20]([N:19]2[C:15]([C:11]3[CH:12]=[CH:13][CH:14]=[C:9]([O:8][CH2:7][CH2:6][CH2:5][OH:4])[CH:10]=3)=[CH:16][C:17]([C:27]([OH:29])=[O:28])=[N:18]2)[CH:25]=[CH:24][CH:23]=1. (3) Given the reactants CO[C:3]([CH:5]1[CH2:9][CH:8]([OH:10])[CH:7]([CH2:11][NH:12][C:13]([C:15]2[S:16][C:17]([Cl:20])=[CH:18][CH:19]=2)=[O:14])[CH2:6]1)=[O:4].[NH2:21][C:22]1[CH:27]=[CH:26][C:25]([N:28]2[CH2:33][CH2:32][O:31][CH2:30][C:29]2=[O:34])=[CH:24][C:23]=1[F:35], predict the reaction product. The product is: [F:35][C:23]1[CH:24]=[C:25]([N:28]2[CH2:33][CH2:32][O:31][CH2:30][C:29]2=[O:34])[CH:26]=[CH:27][C:22]=1[NH:21][C:3]([CH:5]1[CH2:6][CH:7]([CH2:11][NH:12][C:13]([C:15]2[S:16][C:17]([Cl:20])=[CH:18][CH:19]=2)=[O:14])[CH:8]([OH:10])[CH2:9]1)=[O:4]. (4) Given the reactants [CH2:1]([C:5]1[CH:10]=[CH:9][C:8]([C:11]#[C:12][C:13]2[CH:20]=[CH:19][C:16]([CH:17]=O)=[CH:15][CH:14]=2)=[CH:7][CH:6]=1)[CH2:2][CH2:3][CH3:4].C(O)(=O)C.[NH2:25][CH2:26][C:27]1[CH:39]=[CH:38][C:30]2[O:31][C:32]([CH3:37])([CH3:36])[O:33][C:34](=[O:35])[C:29]=2[CH:28]=1, predict the reaction product. The product is: [CH2:1]([C:5]1[CH:10]=[CH:9][C:8]([C:11]#[C:12][C:13]2[CH:20]=[CH:19][C:16]([CH2:17][NH:25][CH2:26][C:27]3[CH:39]=[CH:38][C:30]4[O:31][C:32]([CH3:37])([CH3:36])[O:33][C:34](=[O:35])[C:29]=4[CH:28]=3)=[CH:15][CH:14]=2)=[CH:7][CH:6]=1)[CH2:2][CH2:3][CH3:4]. (5) The product is: [CH:26]([O:39][CH:8]([CH3:7])[CH3:9])([CH3:27])[CH3:25].[NH2:10][C:9]1[CH:8]=[CH:7][C:4]([C:5]#[N:6])=[CH:3][C:2]=1[NH-:1]. Given the reactants [NH2:1][C:2]1[CH:3]=[C:4]([CH:7]=[CH:8][C:9]=1[NH2:10])[C:5]#[N:6].O1CCCC1.C(N(CC)CC)C.C1C=[CH:25][C:26](=[O:39])[C:27]2C=1C(C(Cl)=O)=C1C=2C=CC=C1, predict the reaction product. (6) Given the reactants Cl.[CH3:2][O:3][C:4]([CH:6]1[CH2:10][CH2:9][NH:8][CH2:7]1)=[O:5].Br[C:12]1[CH2:26][C:15]2([CH2:18][N:17]([C:19]([O:21][C:22]([CH3:25])([CH3:24])[CH3:23])=[O:20])[CH2:16]2)[O:14][N:13]=1, predict the reaction product. The product is: [CH3:2][O:3][C:4]([CH:6]1[CH2:10][CH2:9][N:8]([C:12]2[CH2:26][C:15]3([CH2:16][N:17]([C:19]([O:21][C:22]([CH3:24])([CH3:23])[CH3:25])=[O:20])[CH2:18]3)[O:14][N:13]=2)[CH2:7]1)=[O:5]. (7) Given the reactants FC(F)(F)C(O)=O.[NH2:8][C@H:9]([C:19]1[C:24]([C:25]2[CH:26]=[CH:27][C:28]([F:34])=[C:29]([CH:33]=2)[C:30]([NH2:32])=[O:31])=[CH:23][CH:22]=[CH:21][N:20]=1)[CH2:10][C:11]1[CH:16]=[C:15]([F:17])[CH:14]=[C:13]([F:18])[CH:12]=1.[O:35]=[C:36]1[N:41]([CH2:42][C:43](O)=[O:44])[N:40]=[C:39]([N:46]2[CH:50]=[CH:49][CH:48]=[N:47]2)[CH:38]=[CH:37]1, predict the reaction product. The product is: [F:17][C:15]1[CH:16]=[C:11]([CH2:10][C@@H:9]([C:19]2[C:24]([C:25]3[CH:26]=[CH:27][C:28]([F:34])=[C:29]([CH:33]=3)[C:30]([NH2:32])=[O:31])=[CH:23][CH:22]=[CH:21][N:20]=2)[NH:8][C:43](=[O:44])[CH2:42][N:41]2[C:36](=[O:35])[CH:37]=[CH:38][C:39]([N:46]3[CH:50]=[CH:49][CH:48]=[N:47]3)=[N:40]2)[CH:12]=[C:13]([F:18])[CH:14]=1. (8) Given the reactants [CH2:1]([N:3]([CH2:18][CH3:19])[C:4](=[O:17])[C:5]1[CH:10]=[CH:9][C:8]([OH:11])=[CH:7][C:6]=1[O:12][C:13]([F:16])([F:15])[F:14])[CH3:2].C(N(C(C)C)CC)(C)C.Cl[Si:30]([C:33]([CH3:36])([CH3:35])[CH3:34])([CH3:32])[CH3:31], predict the reaction product. The product is: [CH2:18]([N:3]([CH2:1][CH3:2])[C:4](=[O:17])[C:5]1[CH:10]=[CH:9][C:8]([O:11][Si:30]([C:33]([CH3:36])([CH3:35])[CH3:34])([CH3:32])[CH3:31])=[CH:7][C:6]=1[O:12][C:13]([F:14])([F:16])[F:15])[CH3:19]. (9) Given the reactants [NH2:1][C:2]1[CH:3]=[CH:4][C:5]([O:17][CH:18]([CH3:20])[CH3:19])=[C:6]([CH:16]=1)[CH2:7][NH:8][C:9](=[O:15])[O:10][C:11]([CH3:14])([CH3:13])[CH3:12].Cl[C:22]([O:24][CH3:25])=[O:23], predict the reaction product. The product is: [CH3:25][O:24][C:22](=[O:23])[NH:1][C:2]1[CH:3]=[CH:4][C:5]([O:17][CH:18]([CH3:20])[CH3:19])=[C:6]([CH2:7][NH:8][C:9]([O:10][C:11]([CH3:12])([CH3:13])[CH3:14])=[O:15])[CH:16]=1. (10) Given the reactants [N:1]1([C:7]2[C:13]3[CH:14]=[CH:15][CH:16]=[CH:17][C:12]=3[S:11][C:10]3[CH:18]=[CH:19][CH:20]=[CH:21][C:9]=3[N:8]=2)[CH2:6][CH2:5][NH:4][CH2:3][CH2:2]1.[CH3:22][S:23]([OH:26])(=[O:25])=[O:24], predict the reaction product. The product is: [CH3:22][S:23]([OH:26])(=[O:25])=[O:24].[N:1]1([C:7]2[C:13]3[CH:14]=[CH:15][CH:16]=[CH:17][C:12]=3[S:11][C:10]3[CH:18]=[CH:19][CH:20]=[CH:21][C:9]=3[N:8]=2)[CH2:2][CH2:3][NH:4][CH2:5][CH2:6]1.